Dataset: Experimental lipophilicity measurements (octanol/water distribution) for 4,200 compounds from AstraZeneca. Task: Regression/Classification. Given a drug SMILES string, predict its absorption, distribution, metabolism, or excretion properties. Task type varies by dataset: regression for continuous measurements (e.g., permeability, clearance, half-life) or binary classification for categorical outcomes (e.g., BBB penetration, CYP inhibition). For this dataset (lipophilicity_astrazeneca), we predict Y. (1) The drug is NS(=O)(=O)c1ccc(Nc2nccc(-c3cnc4ccccn34)n2)cc1. The Y is 2.70 logD. (2) The drug is COc1ccc(Nc2cc(Oc3cc(C)c(C)nc3-c3ccccn3)ccn2)cc1. The Y is 3.51 logD. (3) The drug is CC(C)NC[C@@H](C(=O)N1CCN(c2ncnc3c2[C@H](C)C[C@H]3O)CC1)c1ccc(Cl)cc1. The Y is 1.30 logD. (4) The compound is OCCO[C@H]1C[C@@H](n2nnc3c(N[C@@H]4C[C@H]4c4ccc(F)c(F)c4)nc(SCCC(F)(F)F)nc32)[C@H](O)[C@@H]1O. The Y is 4.17 logD. (5) The drug is COc1cc(OC)c(S(=O)(=O)N2c3ccccc3CCC2C)cc1NC(=O)CCC(=O)O. The Y is -0.870 logD. (6) The compound is C[C@@](O)(C(=O)Nc1ccc(S(=O)(=O)NCCN2CCOCC2)cc1Cl)C(F)(F)F. The Y is 2.14 logD.